From a dataset of Catalyst prediction with 721,799 reactions and 888 catalyst types from USPTO. Predict which catalyst facilitates the given reaction. (1) Reactant: [Cl:1][C:2]1[CH:7]=[CH:6][N:5]=[C:4]([CH2:8]O)[CH:3]=1.S(Cl)([Cl:12])=O. Product: [Cl:1][C:2]1[CH:7]=[CH:6][N:5]=[C:4]([CH2:8][Cl:12])[CH:3]=1. The catalyst class is: 4. (2) Reactant: [CH3:1][C:2]1[CH:3]=[C:4]([CH:7]=[C:8]([CH3:11])[C:9]=1[OH:10])[CH:5]=[O:6].C(=O)([O-])[O-].[K+].[K+].I[CH2:19][CH2:20][CH2:21][CH3:22].[Cl-].[Na+]. Product: [CH2:19]([O:10][C:9]1[C:8]([CH3:11])=[CH:7][C:4]([CH:5]=[O:6])=[CH:3][C:2]=1[CH3:1])[CH2:20][CH2:21][CH3:22]. The catalyst class is: 3. (3) The catalyst class is: 166. Product: [C:36]([C@:7]1([C:6]([OH:5])=[O:12])[CH2:11][CH2:10][CH2:9][N:8]1[C:15](=[O:17])[C:14](=[O:13])[C:18]1[CH:23]=[C:22]([O:24][CH3:25])[C:21]([O:26][CH3:27])=[C:20]([O:28][CH3:29])[CH:19]=1)([CH3:37])([CH3:42])[CH3:35]. Reactant: C([O:5][C:6](=[O:12])[C@@H:7]1[CH2:11][CH2:10][CH2:9][NH:8]1)(C)(C)C.[O:13]=[C:14]([C:18]1[CH:23]=[C:22]([O:24][CH3:25])[C:21]([O:26][CH3:27])=[C:20]([O:28][CH3:29])[CH:19]=1)[C:15]([OH:17])=O.CCN=C=N[CH2:35][CH2:36][CH2:37]N(C)C.Cl.[CH:42]1C=CC2N(O)N=NC=2C=1.CCN(C(C)C)C(C)C. (4) Reactant: [Cl:1][C:2]1[CH:3]=[C:4]2[C:9](=[CH:10][CH:11]=1)[N:8]=[CH:7][C:6]([N+:12]([O-:14])=[O:13])=[C:5]2[C:15]([F:18])([F:17])[F:16].FC(F)(F)C(OC(=O)C(F)(F)F)=[O:22]. Product: [Cl:1][C:2]1[CH:3]=[C:4]2[C:9](=[CH:10][CH:11]=1)[N+:8]([O-:22])=[CH:7][C:6]([N+:12]([O-:14])=[O:13])=[C:5]2[C:15]([F:16])([F:18])[F:17]. The catalyst class is: 23.